From a dataset of Catalyst prediction with 721,799 reactions and 888 catalyst types from USPTO. Predict which catalyst facilitates the given reaction. (1) Reactant: [CH:1]([C:3]1[N:4]=[C:5]([C:8]2[CH:13]=[CH:12][CH:11]=[CH:10][CH:9]=2)[NH:6][CH:7]=1)=[O:2].C(=O)([O-])O.[Na+].C1COCC1.Cl[C:25]([O:27][CH2:28][C:29]1[CH:34]=[CH:33][C:32]([N+:35]([O-:37])=[O:36])=[CH:31][CH:30]=1)=[O:26]. Product: [N+:35]([C:32]1[CH:31]=[CH:30][C:29]([CH2:28][O:27][C:25]([N:6]2[CH:7]=[C:3]([CH:1]=[O:2])[N:4]=[C:5]2[C:8]2[CH:9]=[CH:10][CH:11]=[CH:12][CH:13]=2)=[O:26])=[CH:34][CH:33]=1)([O-:37])=[O:36]. The catalyst class is: 872. (2) Reactant: [CH3:1][C:2]1[C:18]([CH2:19][C:20]2[CH:25]=[CH:24][CH:23]=[C:22]([C:26]([F:29])([F:28])[F:27])[C:21]=2[CH3:30])=[C:5]2[N:6]=[C:7]([N:12]3[CH2:17][CH2:16][O:15][CH2:14][CH2:13]3)[CH:8]=[C:9]([C:10]#[N:11])[N:4]2[N:3]=1.[N-:31]=[N+:32]=[N-:33].[Na+].[Cl-].[NH4+]. The catalyst class is: 9. Product: [CH3:1][C:2]1[C:18]([CH2:19][C:20]2[CH:25]=[CH:24][CH:23]=[C:22]([C:26]([F:29])([F:27])[F:28])[C:21]=2[CH3:30])=[C:5]2[N:6]=[C:7]([N:12]3[CH2:17][CH2:16][O:15][CH2:14][CH2:13]3)[CH:8]=[C:9]([C:10]3[N:31]=[N:32][NH:33][N:11]=3)[N:4]2[N:3]=1.